This data is from Catalyst prediction with 721,799 reactions and 888 catalyst types from USPTO. The task is: Predict which catalyst facilitates the given reaction. (1) Product: [C:19]([N:18]([CH2:17][C:13]1[CH:12]=[C:11]([CH:4]([CH:1]2[CH2:3][CH2:2]2)[CH2:5][C:6]([OH:8])=[O:7])[CH:16]=[CH:15][CH:14]=1)[C:22]1[CH:27]=[CH:26][C:25]([C:28]2[CH:33]=[C:32]([O:34][CH3:35])[CH:31]=[CH:30][C:29]=2[F:36])=[C:24]([CH2:37][C:38]([CH3:39])([CH3:41])[CH3:40])[CH:23]=1)(=[O:21])[CH3:20]. Reactant: [CH:1]1([CH:4]([C:11]2[CH:16]=[CH:15][CH:14]=[C:13]([CH2:17][N:18]([C:22]3[CH:27]=[CH:26][C:25]([C:28]4[CH:33]=[C:32]([O:34][CH3:35])[CH:31]=[CH:30][C:29]=4[F:36])=[C:24]([CH2:37][C:38]([CH3:41])([CH3:40])[CH3:39])[CH:23]=3)[C:19](=[O:21])[CH3:20])[CH:12]=2)[CH2:5][C:6]([O:8]CC)=[O:7])[CH2:3][CH2:2]1.[OH-].[Na+].Cl. The catalyst class is: 8. (2) Reactant: [CH3:1][O:2][C:3](=[O:29])[C:4]([S:20]([C:23]1[CH:28]=[CH:27][CH:26]=[CH:25][CH:24]=1)(=[O:22])=[O:21])([CH:6]1[CH2:18][CH2:17][C:16]2[C:15]3[C:10](=[CH:11][CH:12]=[C:13]([Br:19])[CH:14]=3)[NH:9][C:8]=2[CH2:7]1)[CH3:5].[C:30]([O:34][C:35](=O)[O:36]C(C)(C)C)([CH3:33])([CH3:32])[CH3:31].CCOC(C)=O.C([O-])(O)=O.[Na+]. Product: [C:30]([O:34][C:35]([N:9]1[C:8]2[CH2:7][CH:6]([C:4]([S:20]([C:23]3[CH:24]=[CH:25][CH:26]=[CH:27][CH:28]=3)(=[O:22])=[O:21])([C:3]([O:2][CH3:1])=[O:29])[CH3:5])[CH2:18][CH2:17][C:16]=2[C:15]2[C:10]1=[CH:11][CH:12]=[C:13]([Br:19])[CH:14]=2)=[O:36])([CH3:33])([CH3:32])[CH3:31]. The catalyst class is: 230.